Dataset: Full USPTO retrosynthesis dataset with 1.9M reactions from patents (1976-2016). Task: Predict the reactants needed to synthesize the given product. Given the product [C:25]([O:29][C:30](=[O:31])[NH:32][CH2:33][C@H:34]([CH2:38][C:39]1[CH:40]=[CH:41][C:42]([Cl:45])=[CH:43][CH:44]=1)[C:35](=[O:36])[N:13]1[CH2:12][CH2:11][N:10]([C:16]2[C:17]3[CH:24]=[CH:23][NH:22][C:18]=3[N:19]=[CH:20][N:21]=2)[CH2:15][CH2:14]1)([CH3:28])([CH3:26])[CH3:27], predict the reactants needed to synthesize it. The reactants are: CCN(CC)CC.Cl.Cl.[N:10]1([C:16]2[C:17]3[CH:24]=[CH:23][NH:22][C:18]=3[N:19]=[CH:20][N:21]=2)[CH2:15][CH2:14][NH:13][CH2:12][CH2:11]1.[C:25]([O:29][C:30]([NH:32][CH2:33][C@H:34]([CH2:38][C:39]1[CH:44]=[CH:43][C:42]([Cl:45])=[CH:41][CH:40]=1)[C:35](O)=[O:36])=[O:31])([CH3:28])([CH3:27])[CH3:26].CCN=C=NCCCN(C)C.C1C=CC2N(O)N=NC=2C=1.